The task is: Predict the product of the given reaction.. This data is from Forward reaction prediction with 1.9M reactions from USPTO patents (1976-2016). (1) Given the reactants [Cl:1][C:2]1[CH:17]=[C:16]([CH:18]=O)[CH:15]=[CH:14][C:3]=1[O:4][C:5]1[CH:6]=[CH:7][C:8]([C:11]([NH2:13])=[O:12])=[N:9][CH:10]=1.[S:20]1[CH:24]=[CH:23][CH:22]=[C:21]1[CH2:25][CH2:26][NH2:27], predict the reaction product. The product is: [Cl:1][C:2]1[CH:17]=[C:16]([CH2:18][NH:27][CH2:26][CH2:25][C:21]2[S:20][CH:24]=[CH:23][CH:22]=2)[CH:15]=[CH:14][C:3]=1[O:4][C:5]1[CH:6]=[CH:7][C:8]([C:11]([NH2:13])=[O:12])=[N:9][CH:10]=1. (2) Given the reactants [CH:1]12[CH2:7][CH:4]([CH2:5][CH2:6]1)[CH2:3][CH:2]2[CH2:8]O.O.C1(C)C=CC(S(O)(=O)=O)=CC=1.[NH2:22][C@H:23]([C:29]([OH:31])=[O:30])[CH2:24][CH2:25][C:26]([OH:28])=[O:27], predict the reaction product. The product is: [CH2:7]([CH:25]([C:26]([OH:28])=[O:27])[CH2:24][C@@H:23]([C:29]([OH:31])=[O:30])[NH2:22])[C:1]1[CH:2]=[CH:3][CH:4]=[CH:5][CH:6]=1.[CH:1]12[CH2:7][CH:4]([CH2:5][CH2:6]1)[CH2:3][CH:2]2[CH2:8][CH:25]([C:26]([OH:28])=[O:27])[CH2:24][C@@H:23]([C:29]([OH:31])=[O:30])[NH2:22]. (3) The product is: [C:45]([O:44][C:42]([N:49]1[CH2:54][CH2:53][N:52]([CH2:25][C:16]2[S:15][C:14]([NH:13][C:12](=[O:27])[C:9]([NH:8][C:6](=[O:7])[C:5]3[CH:4]=[CH:3][C:2]([F:1])=[CH:29][CH:28]=3)([CH3:11])[CH3:10])=[N:18][C:17]=2[C:19]2[CH:20]=[CH:21][CH:22]=[CH:23][CH:24]=2)[CH2:51][CH2:50]1)=[O:43])([CH3:48])([CH3:46])[CH3:47]. Given the reactants [F:1][C:2]1[CH:29]=[CH:28][C:5]([C:6]([NH:8][C:9]([C:12](=[O:27])[NH:13][C:14]2[S:15][C:16]([CH2:25]O)=[C:17]([C:19]3[CH:24]=[CH:23][CH:22]=[CH:21][CH:20]=3)[N:18]=2)([CH3:11])[CH3:10])=[O:7])=[CH:4][CH:3]=1.CS(Cl)(=O)=O.C(N(CC)CC)C.[C:42]([N:49]1[CH2:54][CH2:53][NH:52][CH2:51][CH2:50]1)([O:44][C:45]([CH3:48])([CH3:47])[CH3:46])=[O:43], predict the reaction product. (4) Given the reactants [NH2:1][C:2]1[C:3]([C:9]([O:11][CH3:12])=[O:10])=[N:4][C:5](Br)=[CH:6][N:7]=1.CC1(C)C(C)(C)OB([C:21]2[CH2:22][CH2:23][N:24](C(OC(C)(C)C)=O)[CH2:25][CH:26]=2)O1.C([O-])([O-])=O.[Na+].[Na+].C1(P(C2C=CC=CC=2)C2C=CC=CC=2)C=CC=CC=1, predict the reaction product. The product is: [NH2:1][C:2]1[C:3]([C:9]([O:11][CH3:12])=[O:10])=[N:4][C:5]([C:21]2[CH2:26][CH2:25][NH:24][CH2:23][CH:22]=2)=[CH:6][N:7]=1. (5) The product is: [F:24][C:3]([F:2])([F:23])[C:4]1[CH:22]=[CH:21][CH:20]=[CH:19][C:5]=1[CH:6]([O:14][CH:15]1[CH2:18][N:17]([C:34]([NH:33][C:29]([CH3:32])([CH3:31])[CH3:30])=[O:35])[CH2:16]1)[C:7]1[CH:12]=[CH:11][C:10]([F:13])=[CH:9][CH:8]=1. Given the reactants Cl.[F:2][C:3]([F:24])([F:23])[C:4]1[CH:22]=[CH:21][CH:20]=[CH:19][C:5]=1[CH:6]([O:14][CH:15]1[CH2:18][NH:17][CH2:16]1)[C:7]1[CH:12]=[CH:11][C:10]([F:13])=[CH:9][CH:8]=1.C(=O)([O-])[O-].[C:29]([N:33]=[C:34]=[O:35])([CH3:32])([CH3:31])[CH3:30], predict the reaction product. (6) Given the reactants Br.Br[CH:3]([C:13]1[CH:18]=[CH:17][N:16]=[C:15]([F:19])[CH:14]=1)[C:4]([C:6]1[CH:11]=[CH:10][CH:9]=[C:8]([CH3:12])[CH:7]=1)=O.C1([CH2:26][CH2:27][C:28]([NH2:30])=[S:29])C=CC=CC=1.C(=O)([O-])O.[Na+], predict the reaction product. The product is: [CH2:27]([C:28]1[S:29][C:3]([C:13]2[CH:18]=[CH:17][N:16]=[C:15]([F:19])[CH:14]=2)=[C:4]([C:6]2[CH:11]=[CH:10][CH:9]=[C:8]([CH3:12])[CH:7]=2)[N:30]=1)[CH3:26].